Dataset: Reaction yield outcomes from USPTO patents with 853,638 reactions. Task: Predict the reaction yield, written as a fraction of the theoretical maximum amount of product (1.0 means a 100% yield; for example, 0.34 means a 34% yield). (1) The reactants are Cl[CH2:2][C:3](Cl)=[O:4].[N:6]1[CH:11]=[CH:10][CH:9]=[C:8]([NH2:12])[CH:7]=1.C(N(CC)CC)C.[NH2:20][CH2:21][CH2:22][OH:23]. The catalyst is O1CCCC1.CO. The product is [OH:4][CH2:3][CH2:2][NH:20][CH2:21][C:22]([NH:12][C:8]1[CH:7]=[N:6][CH:11]=[CH:10][CH:9]=1)=[O:23]. The yield is 0.620. (2) The reactants are [C:1]([C:3]1[CH:4]=[N:5][CH:6]=[CH:7][CH:8]=1)#N.[Li].[C-]#[C-].[Li+].[Li+].[CH3:14][Si:15]([C:18]#C)([CH3:17])[CH3:16].C([Li])CCC. The catalyst is C1COCC1.C(#N)C1C=CC=CC=1. The product is [CH3:14][Si:15]([C:18]#[C:1][C:3]1[CH:4]=[N:5][CH:6]=[CH:7][CH:8]=1)([CH3:17])[CH3:16]. The yield is 0.500.